Dataset: Catalyst prediction with 721,799 reactions and 888 catalyst types from USPTO. Task: Predict which catalyst facilitates the given reaction. (1) Reactant: C(OCC)C.[NH2:6][C:7]1[CH:16]=[CH:15][C:14]([C:17]([C:19]2[N:23]3[CH:24]=[CH:25][CH:26]=[CH:27][C:22]3=[C:21]([N:28]=C(C3C=CC=CC=3)C3C=CC=CC=3)[N:20]=2)=[O:18])=[CH:13][C:8]=1[C:9]([O:11][CH3:12])=[O:10].[Cl:42]CCl. Product: [ClH:42].[NH2:6][C:7]1[CH:16]=[CH:15][C:14]([C:17]([C:19]2[N:23]3[CH:24]=[CH:25][CH:26]=[CH:27][C:22]3=[C:21]([NH2:28])[N:20]=2)=[O:18])=[CH:13][C:8]=1[C:9]([O:11][CH3:12])=[O:10]. The catalyst class is: 5. (2) Reactant: [CH3:1][O:2][C:3]1[CH:9]=[C:8]([C:10]2[CH:19]=[CH:18][C:17]3[C:12](=[CH:13][CH:14]=[C:15]([O:20][CH3:21])[CH:16]=3)[CH:11]=2)[CH:7]=[CH:6][C:4]=1[NH2:5].[C:22](Cl)(=[O:29])[C:23]1[CH:28]=[CH:27][CH:26]=[CH:25][CH:24]=1.C(=O)([O-])[O-].[Na+].[Na+]. Product: [CH3:1][O:2][C:3]1[CH:9]=[C:8]([C:10]2[CH:19]=[CH:18][C:17]3[C:12](=[CH:13][CH:14]=[C:15]([O:20][CH3:21])[CH:16]=3)[CH:11]=2)[CH:7]=[CH:6][C:4]=1[NH:5][C:22](=[O:29])[C:23]1[CH:28]=[CH:27][CH:26]=[CH:25][CH:24]=1. The catalyst class is: 154. (3) Reactant: [F:1][C:2]1[CH:9]=[C:8]([F:10])[CH:7]=[C:6]([F:11])[C:3]=1[CH2:4][NH2:5].C(N1C=CN=C1)([N:14]1C=CN=C1)=O.C(N(CC)CC)C.FC1C=C(OC)C=C(F)C=1CN1[C:40]2[N:41]=[CH:42][CH:43]=[CH:44][C:39]=2[S:38](=[O:46])(=[O:45])[N:37]([C:47]2[CH:52]=C[C:50]([O:53][CH3:54])=[C:49]([O:55][CH3:56])[CH:48]=2)[C:36]1=[O:57]. Product: [CH3:56][O:55][C:49]1[CH:48]=[C:47]([N:37]2[C:36](=[O:57])[N:5]([CH2:4][C:3]3[C:2]([F:1])=[CH:9][C:8]([F:10])=[CH:7][C:6]=3[F:11])[C:40]3[N:41]=[CH:42][CH:43]=[CH:44][C:39]=3[S:38]2(=[O:45])=[O:46])[CH:52]=[N:14][C:50]=1[O:53][CH3:54]. The catalyst class is: 3. (4) Reactant: Cl.[N:2]1[CH:7]=[CH:6][CH:5]=[C:4]([CH:8]=[CH:9][C:10](Cl)=[O:11])[CH:3]=1.[CH3:13][O:14][C:15](=[O:24])[C:16]1[CH:21]=[CH:20][C:19]([CH3:22])=[C:18]([NH2:23])[CH:17]=1.C(N(CC)CC)C. Product: [CH3:13][O:14][C:15](=[O:24])[C:16]1[CH:21]=[CH:20][C:19]([CH3:22])=[C:18]([NH:23][C:10](=[O:11])[CH:9]=[CH:8][C:4]2[CH:3]=[N:2][CH:7]=[CH:6][CH:5]=2)[CH:17]=1. The catalyst class is: 4.